This data is from Full USPTO retrosynthesis dataset with 1.9M reactions from patents (1976-2016). The task is: Predict the reactants needed to synthesize the given product. (1) Given the product [C:3]([O:6][CH2:7][CH2:8][CH2:9][CH2:10][C:11]#[C:12][CH2:13][O:14][C:15]1[CH:16]=[CH:17][C:18]([S:21]([N:24]2[CH2:29][CH2:28][S:27][C:26]([CH3:30])([CH3:31])[C@@H:25]2[C:32]([OH:34])=[O:33])(=[O:22])=[O:23])=[CH:19][CH:20]=1)(=[O:5])[CH3:4], predict the reactants needed to synthesize it. The reactants are: [I-].[Li+].[C:3]([O:6][CH2:7][CH2:8][CH2:9][CH2:10][C:11]#[C:12][CH2:13][O:14][C:15]1[CH:20]=[CH:19][C:18]([S:21]([N:24]2[CH2:29][CH2:28][S:27][C:26]([CH3:31])([CH3:30])[C@@H:25]2[C:32]([O:34]C(C)(C)C)=[O:33])(=[O:23])=[O:22])=[CH:17][CH:16]=1)(=[O:5])[CH3:4]. (2) The reactants are: [C:1]([O:5][C:6](=[O:29])[CH:7]([CH:15]([C:19]1[CH:28]=[CH:27][C:22]([C:23]([O:25]C)=[O:24])=[CH:21][CH:20]=1)[CH2:16][CH2:17][CH3:18])[C:8]1[CH:13]=[CH:12][C:11]([Cl:14])=[CH:10][CH:9]=1)([CH3:4])([CH3:3])[CH3:2].[OH-].[Na+]. Given the product [C:1]([O:5][C:6](=[O:29])[CH:7]([CH:15]([C:19]1[CH:28]=[CH:27][C:22]([C:23]([OH:25])=[O:24])=[CH:21][CH:20]=1)[CH2:16][CH2:17][CH3:18])[C:8]1[CH:13]=[CH:12][C:11]([Cl:14])=[CH:10][CH:9]=1)([CH3:2])([CH3:3])[CH3:4], predict the reactants needed to synthesize it.